From a dataset of Catalyst prediction with 721,799 reactions and 888 catalyst types from USPTO. Predict which catalyst facilitates the given reaction. Reactant: [N:1]1[CH:6]=[CH:5][CH:4]=[CH:3][C:2]=1[N:7]1[CH2:12][CH2:11][NH:10][CH2:9][CH2:8]1.[F:13][C:14]1[CH:23]=[CH:22][C:21]([O:24][CH2:25][CH2:26][CH3:27])=[C:20]2[C:15]=1[C:16](=[O:38])[C:17]([C:30]1[CH:35]=[CH:34][C:33]([O:36][CH3:37])=[CH:32][CH:31]=1)=[C:18]([CH:28]=O)[NH:19]2.C(O[BH-](OC(=O)C)OC(=O)C)(=O)C.[Na+]. Product: [F:13][C:14]1[CH:23]=[CH:22][C:21]([O:24][CH2:25][CH2:26][CH3:27])=[C:20]2[C:15]=1[C:16](=[O:38])[C:17]([C:30]1[CH:31]=[CH:32][C:33]([O:36][CH3:37])=[CH:34][CH:35]=1)=[C:18]([CH2:28][N:10]1[CH2:9][CH2:8][N:7]([C:2]3[CH:3]=[CH:4][CH:5]=[CH:6][N:1]=3)[CH2:12][CH2:11]1)[NH:19]2. The catalyst class is: 4.